Task: Predict the product of the given reaction.. Dataset: Forward reaction prediction with 1.9M reactions from USPTO patents (1976-2016) (1) Given the reactants [C:1]([O:8][CH3:9])(=[O:7])/[CH:2]=[CH:3]/[C:4]([OH:6])=[O:5].Cl[CH2:11][CH2:12][O:13][C:14]([O:16][CH2:17][CH3:18])=[O:15], predict the reaction product. The product is: [C:4]([O:6][CH2:11][CH2:12][O:13][C:14]([O:16][CH2:17][CH3:18])=[O:15])(=[O:5])/[CH:3]=[CH:2]/[C:1]([O:8][CH3:9])=[O:7]. (2) Given the reactants [C:1]([Br:5])(Br)(Br)Br.C(Cl)Cl.[F:9][C:10]1[C:15]([F:16])=[CH:14][C:13]([C:17]2[CH:18]=[CH:19][C:20]([C:23]([NH:25][CH2:26][CH2:27][C:28]([O:30][CH2:31][CH3:32])=[O:29])=[O:24])=[N:21][CH:22]=2)=[C:12](CO)[CH:11]=1.C1C=CC(P(C2C=CC=CC=2)C2C=CC=CC=2)=CC=1, predict the reaction product. The product is: [Br:5][CH2:1][C:12]1[CH:11]=[C:10]([F:9])[C:15]([F:16])=[CH:14][C:13]=1[C:17]1[CH:18]=[CH:19][C:20]([C:23]([NH:25][CH2:26][CH2:27][C:28]([O:30][CH2:31][CH3:32])=[O:29])=[O:24])=[N:21][CH:22]=1. (3) Given the reactants Br[C:2]1[CH:9]=[C:8]([O:10][CH2:11][CH2:12][F:13])[CH:7]=[CH:6][C:3]=1[C:4]#[N:5].O.C([O-])([O-])=O.[Cs+].[Cs+].CN[C@@H]1CCCC[C@H]1NC.[N:31]1[NH:32][N:33]=[CH:34][CH:35]=1, predict the reaction product. The product is: [F:13][CH2:12][CH2:11][O:10][C:8]1[CH:7]=[CH:6][C:3]([C:4]#[N:5])=[C:2]([N:32]2[N:33]=[CH:34][CH:35]=[N:31]2)[CH:9]=1. (4) Given the reactants [CH3:1]CN(CC)CC.[NH2:8][C:9]1[N:18]=[CH:17][C:16]2[C:15](=[S:19])[NH:14][CH:13]=[N:12][C:11]=2[CH:10]=1.CI, predict the reaction product. The product is: [NH2:8][C:9]1[N:18]=[CH:17][C:16]2[C:15]([S:19][CH3:1])=[N:14][CH:13]=[N:12][C:11]=2[CH:10]=1. (5) Given the reactants [C:1]([O:4][C@@H:5]1[C@H:9]([O:10][C:11](=[O:13])[CH3:12])[C@@H:8]([C:14]#[CH:15])[O:7][C@H:6]1[N:16]1[CH:24]=[N:23][C:22]2[C:17]1=[N:18][CH:19]=[N:20][C:21]=2Cl)(=[O:3])[CH3:2].[Cl:26][C:27]1[CH:33]=[C:32]([F:34])[CH:31]=[CH:30][C:28]=1[NH2:29], predict the reaction product. The product is: [C:1]([O:4][C@@H:5]1[C@H:9]([O:10][C:11](=[O:13])[CH3:12])[C@@H:8]([C:14]#[CH:15])[O:7][C@H:6]1[N:16]1[CH:24]=[N:23][C:22]2[C:17]1=[N:18][CH:19]=[N:20][C:21]=2[NH:29][C:28]1[CH:30]=[CH:31][C:32]([F:34])=[CH:33][C:27]=1[Cl:26])(=[O:3])[CH3:2].